Predict the reactants needed to synthesize the given product. From a dataset of Full USPTO retrosynthesis dataset with 1.9M reactions from patents (1976-2016). (1) Given the product [Cl:1][C:2]1[CH:3]=[C:4]([C@@H:9]([CH2:21][CH:22]2[CH2:27][CH2:26][CH2:25][CH2:24][O:23]2)[C:10]([OH:11])=[O:33])[CH:5]=[CH:6][C:7]=1[Cl:8], predict the reactants needed to synthesize it. The reactants are: [Cl:1][C:2]1[CH:3]=[C:4]([C@@H:9]([CH2:21][CH:22]2[CH2:27][CH2:26][CH2:25][CH2:24][O:23]2)[C:10](N2[C@@H](C(C)C)COC2=O)=[O:11])[CH:5]=[CH:6][C:7]=1[Cl:8].OO.[OH-].[Li+].S([O-])([O-])=[O:33].[Na+].[Na+].C(=O)(O)[O-].[Na+]. (2) Given the product [C:6]([O:10][C:11]([N:13]1[CH2:19][CH2:18][CH2:17][CH2:16][CH2:15][C@H:14]1[C:20](=[O:22])[NH:32][C:29]1[CH:28]=[C:27]([C:23]([CH3:26])([CH3:25])[CH3:24])[O:31][N:30]=1)=[O:12])([CH3:7])([CH3:8])[CH3:9], predict the reactants needed to synthesize it. The reactants are: P(Cl)(Cl)(Cl)=O.[C:6]([O:10][C:11]([N:13]1[CH2:19][CH2:18][CH2:17][CH2:16][CH2:15][CH:14]1[C:20]([OH:22])=O)=[O:12])([CH3:9])([CH3:8])[CH3:7].[C:23]([C:27]1[O:31][N:30]=[C:29]([NH2:32])[CH:28]=1)([CH3:26])([CH3:25])[CH3:24].